Dataset: Forward reaction prediction with 1.9M reactions from USPTO patents (1976-2016). Task: Predict the product of the given reaction. Given the reactants [Si]([O:8][C@H:9]([C:23]1[CH:32]=[CH:31][C:30]([OH:33])=[C:29]2[C:24]=1[CH:25]=[CH:26][C:27](=[O:34])[NH:28]2)[CH2:10][NH:11][CH:12]1[CH2:17][CH2:16][N:15]([CH2:18][CH2:19][C:20]([OH:22])=O)[CH2:14][CH2:13]1)(C(C)(C)C)(C)C.CN(C(ON1N=NC2C=CC=NC1=2)=[N+](C)C)C.F[P-](F)(F)(F)(F)F.C(N(CC)CC)C.[C:66]12([CH2:76][NH2:77])[CH2:75][CH:70]3[CH2:71][CH:72]([CH2:74][CH:68]([CH2:69]3)[CH2:67]1)[CH2:73]2, predict the reaction product. The product is: [C:66]12([CH2:76][NH:77][C:20](=[O:22])[CH2:19][CH2:18][N:15]3[CH2:16][CH2:17][CH:12]([NH:11][CH2:10][C@H:9]([OH:8])[C:23]4[CH:32]=[CH:31][C:30]([OH:33])=[C:29]5[C:24]=4[CH:25]=[CH:26][C:27](=[O:34])[NH:28]5)[CH2:13][CH2:14]3)[CH2:73][CH:72]3[CH2:71][CH:70]([CH2:69][CH:68]([CH2:74]3)[CH2:67]1)[CH2:75]2.